From a dataset of Full USPTO retrosynthesis dataset with 1.9M reactions from patents (1976-2016). Predict the reactants needed to synthesize the given product. (1) Given the product [Cl:1][C:2]1[CH:7]=[CH:6][C:5]([C:8]2[C:12]([CH3:13])=[N:25][NH:24][C:10](=[O:11])[C:9]=2[C:16]2[N:17]=[C:18]([CH3:22])[S:19][C:20]=2[CH3:21])=[CH:4][CH:3]=1, predict the reactants needed to synthesize it. The reactants are: [Cl:1][C:2]1[CH:7]=[CH:6][C:5]([C:8]2[C:12](O)([CH3:13])[O:11][C:10](=O)[C:9]=2[C:16]2[N:17]=[C:18]([CH3:22])[S:19][C:20]=2[CH3:21])=[CH:4][CH:3]=1.O.[NH2:24][NH2:25]. (2) Given the product [C:5](=[O:6])([O:4][CH2:3][C:2]([Cl:9])([Cl:8])[Cl:1])[NH2:10], predict the reactants needed to synthesize it. The reactants are: [Cl:1][C:2]([Cl:9])([Cl:8])[CH2:3][O:4][C:5](Cl)=[O:6].[NH3:10].O. (3) Given the product [NH2:53][C:51]1[CH:50]=[CH:49][C:48]([CH3:56])=[C:47]([C:45]([C:31]2[CH:32]=[CH:33][C:34]([NH:36][C:37]3[CH:42]=[CH:41][C:40]([Cl:43])=[CH:39][C:38]=3[CH3:44])=[CH:35][C:30]=2[Cl:29])=[O:46])[CH:52]=1, predict the reactants needed to synthesize it. The reactants are: NC1C=CC(C)=C(C(C2C=CC(NC3C=CC(C(F)(F)F)=CC=3)=CC=2Cl)=O)C=1.[Cl:29][C:30]1[CH:35]=[C:34]([NH:36][C:37]2[CH:42]=[CH:41][C:40]([Cl:43])=[CH:39][C:38]=2[CH3:44])[CH:33]=[CH:32][C:31]=1[C:45]([C:47]1[CH:52]=[C:51]([N+:53]([O-])=O)[CH:50]=[CH:49][C:48]=1[CH3:56])=[O:46]. (4) Given the product [C:1]([O:5][C:6](=[O:23])[NH:7][C:8]1[CH:9]=[CH:10][C:11]([O:14][C:15]2[CH:16]=[N:17][C:18]([CH:21]=[O:22])=[CH:19][CH:20]=2)=[CH:12][CH:13]=1)([CH3:4])([CH3:2])[CH3:3], predict the reactants needed to synthesize it. The reactants are: [C:1]([O:5][C:6](=[O:23])[NH:7][C:8]1[CH:13]=[CH:12][C:11]([O:14][C:15]2[CH:16]=[N:17][C:18]([CH2:21][OH:22])=[CH:19][CH:20]=2)=[CH:10][CH:9]=1)([CH3:4])([CH3:3])[CH3:2]. (5) Given the product [C:2]([C:4]1[C:9](=[O:10])[C@@:8]2([CH3:23])[C:11]3[C:12]([OH:22])=[CH:13][C:14]([O:21][CH2:25][C:26]4[CH:31]=[CH:30][CH:29]=[CH:28][CH:27]=4)=[C:15]([C:18]([NH2:20])=[O:19])[C:16]=3[O:17][C:7]2=[CH:6][C:5]=1[OH:24])(=[O:3])[CH3:1], predict the reactants needed to synthesize it. The reactants are: [CH3:1][C:2]([C:4]1[C:9](=[O:10])[C@@:8]2([CH3:23])[C:11]3[C:16]([O:17][C:7]2=[CH:6][C:5]=1[OH:24])=[C:15]([C:18]([NH2:20])=[O:19])[C:14]([OH:21])=[CH:13][C:12]=3[OH:22])=[O:3].[CH2:25](Br)[C:26]1[CH:31]=[CH:30][CH:29]=[CH:28][CH:27]=1.C(=O)([O-])[O-].[K+].[K+].